Task: Predict the reactants needed to synthesize the given product.. Dataset: Full USPTO retrosynthesis dataset with 1.9M reactions from patents (1976-2016) (1) Given the product [F:1][C:2]1[CH:7]=[CH:6][C:5]([C:8]2[N:13]=[C:12]([N:14]3[CH2:19][CH2:18][CH:17]([CH2:20][CH2:21][NH:22][C:23](=[O:24])[O:47][CH:46]([C:48]4[N:49]=[CH:50][S:51][CH:52]=4)[C:45]([F:44])([F:53])[F:54])[CH2:16][CH2:15]3)[CH:11]=[CH:10][CH:9]=2)=[CH:4][CH:3]=1, predict the reactants needed to synthesize it. The reactants are: [F:1][C:2]1[CH:7]=[CH:6][C:5]([C:8]2[N:13]=[C:12]([N:14]3[CH2:19][CH2:18][CH:17]([CH2:20][CH2:21][NH:22][C:23](=O)[O:24]C4C=CC([N+]([O-])=O)=CC=4)[CH2:16][CH2:15]3)[CH:11]=[CH:10][CH:9]=2)=[CH:4][CH:3]=1.C(N(CC)C(C)C)(C)C.[F:44][C:45]([F:54])([F:53])[CH:46]([C:48]1[N:49]=[CH:50][S:51][CH:52]=1)[OH:47]. (2) Given the product [NH2:1][C:2]1[C:7]([N+:15]([O-:17])=[O:16])=[C:6]([Cl:8])[C:5]([Cl:9])=[CH:4][N:3]=1, predict the reactants needed to synthesize it. The reactants are: [NH2:1][C:2]1[CH:7]=[C:6]([Cl:8])[C:5]([Cl:9])=[CH:4][N:3]=1.OS(O)(=O)=O.[N+:15]([O-])([OH:17])=[O:16].[OH-].[Na+]. (3) Given the product [CH2:29]([O:28][C:26](=[O:27])[C:23]([CH3:25])([CH3:24])[CH2:22][CH2:21][CH2:20][CH2:19][CH2:18][CH:17]([C:31]1[CH:36]=[CH:35][CH:34]=[CH:33][C:32]=1[Cl:37])[N:13]1[CH2:14][CH2:15][C:16]2[NH:8][CH:9]=[CH:10][C:11]=2[CH2:12]1)[CH3:30], predict the reactants needed to synthesize it. The reactants are: C(OC([N:8]1[C:16]2[CH2:15][CH2:14][N:13]([CH:17]([C:31]3[CH:36]=[CH:35][CH:34]=[CH:33][C:32]=3[Cl:37])[CH2:18][CH2:19][CH2:20][CH2:21][CH2:22][C:23]([C:26]([O:28][CH2:29][CH3:30])=[O:27])([CH3:25])[CH3:24])[CH2:12][C:11]=2[CH:10]=[CH:9]1)=O)(C)(C)C.C(O)(C(F)(F)F)=O. (4) Given the product [F:46][C:14]([F:13])([CH2:38][O:39][C:40]1[CH:45]=[CH:44][CH:43]=[CH:42][CH:41]=1)/[CH:15]=[CH:16]/[C@@H:17]1[C@@H:29]2[C@@H:20]([O:21][C:22](=[O:30])[CH2:23][CH2:24][CH2:25][CH:26]=[CH:27][CH2:28]2)[CH2:19][C@H:18]1[OH:31], predict the reactants needed to synthesize it. The reactants are: O.C1(C)C=CC(S(O)(=O)=O)=CC=1.[F:13][C:14]([F:46])([CH2:38][O:39][C:40]1[CH:45]=[CH:44][CH:43]=[CH:42][CH:41]=1)/[CH:15]=[CH:16]/[C@@H:17]1[C@@H:29]2[C@@H:20]([O:21][C:22](=[O:30])[CH2:23][CH2:24][CH2:25][CH:26]=[CH:27][CH2:28]2)[CH2:19][C@H:18]1[O:31]C1CCCCO1. (5) Given the product [NH2:32][CH2:33][C:34]([NH:1][C:2]1[CH:3]=[C:4]([C:9]2[S:31][C:12]3=[N:13][C:14]([N:18]4[CH2:19][CH2:20][NH:21][CH2:22][CH2:23]4)=[CH:15][C:16](=[O:17])[N:11]3[N:10]=2)[CH:5]=[C:6]([Br:8])[CH:7]=1)=[O:35], predict the reactants needed to synthesize it. The reactants are: [NH2:1][C:2]1[CH:3]=[C:4]([C:9]2[S:31][C:12]3=[N:13][C:14]([N:18]4[CH2:23][CH2:22][N:21](C(OC(C)(C)C)=O)[CH2:20][CH2:19]4)=[CH:15][C:16](=[O:17])[N:11]3[N:10]=2)[CH:5]=[C:6]([Br:8])[CH:7]=1.[NH:32](C(OC(C)(C)C)=O)[CH2:33][C:34](O)=[O:35].CN(C(ON1N=NC2C=CC=NC1=2)=[N+](C)C)C.F[P-](F)(F)(F)(F)F.CCN(C(C)C)C(C)C. (6) The reactants are: [Cl:1][C:2]1[CH:7]=[CH:6][C:5]([C:8]2[N:12]([CH:13]3[CH2:15][CH2:14]3)[C:11](=[O:16])[N:10]([CH2:17][C:18](O)=[O:19])[N:9]=2)=[CH:4][CH:3]=1.[C:21]1([C:27]([NH2:30])([CH3:29])[CH3:28])[CH:26]=[CH:25][CH:24]=[CH:23][CH:22]=1.C1C=CC2N(O)N=NC=2C=1.CCN=C=NCCCN(C)C.Cl. Given the product [Cl:1][C:2]1[CH:3]=[CH:4][C:5]([C:8]2[N:12]([CH:13]3[CH2:15][CH2:14]3)[C:11](=[O:16])[N:10]([CH2:17][C:18]([NH:30][C:27]([CH3:29])([C:21]3[CH:26]=[CH:25][CH:24]=[CH:23][CH:22]=3)[CH3:28])=[O:19])[N:9]=2)=[CH:6][CH:7]=1, predict the reactants needed to synthesize it. (7) Given the product [F:17][C:3]([F:2])([F:16])[C:4]1[CH:5]=[CH:6][C:7]([CH:10]2[CH2:11][CH2:12][N:13]([CH2:19][CH2:20][CH2:21][C:22]#[N:23])[CH2:14][CH2:15]2)=[CH:8][CH:9]=1, predict the reactants needed to synthesize it. The reactants are: Cl.[F:2][C:3]([F:17])([F:16])[C:4]1[CH:9]=[CH:8][C:7]([CH:10]2[CH2:15][CH2:14][NH:13][CH2:12][CH2:11]2)=[CH:6][CH:5]=1.Br[CH2:19][CH2:20][CH2:21][C:22]#[N:23].C(N(CC)CC)C.